Dataset: Full USPTO retrosynthesis dataset with 1.9M reactions from patents (1976-2016). Task: Predict the reactants needed to synthesize the given product. (1) Given the product [C:27]1([CH3:30])[CH:28]=[CH:29][C:24]([NH:21][C:22]([N:18]2[CH2:19][CH2:20][CH:15]([C:6]3[C:5]4[C:10](=[CH:11][C:12]([O:13][CH3:14])=[C:3]([O:2][CH3:1])[CH:4]=4)[N:9]=[CH:8][N:7]=3)[CH2:16][CH2:17]2)=[O:23])=[CH:25][CH:26]=1, predict the reactants needed to synthesize it. The reactants are: [CH3:1][O:2][C:3]1[CH:4]=[C:5]2[C:10](=[CH:11][C:12]=1[O:13][CH3:14])[N:9]=[CH:8][N:7]=[C:6]2[CH:15]1[CH2:20][CH2:19][NH:18][CH2:17][CH2:16]1.[N:21]([C:24]1[CH:29]=[CH:28][C:27]([CH3:30])=[CH:26][CH:25]=1)=[C:22]=[O:23]. (2) Given the product [C:9]([NH:8][C:16]1[C:17]([F:24])=[CH:18][C:19]([N:65]2[CH2:66][CH2:67][N:62]([CH2:60][CH3:61])[CH2:63][CH2:64]2)=[CH:20][C:21]=1[F:22])([O:11][C:12]([CH3:13])([CH3:14])[CH3:15])=[O:10], predict the reactants needed to synthesize it. The reactants are: C([N:8]([C:16]1[C:21]([F:22])=[CH:20][C:19](Br)=[CH:18][C:17]=1[F:24])[C:9]([O:11][C:12]([CH3:15])([CH3:14])[CH3:13])=[O:10])(OC(C)(C)C)=O.COC1C=CC=C(OC)C=1C1C=CC=CC=1P(C1CCCCC1)C1CCCCC1.C(O[K])(C)(C)C.[CH2:60]([N:62]1[CH2:67][CH2:66][NH:65][CH2:64][CH2:63]1)[CH3:61]. (3) The reactants are: COC1C=CC(N2CCN(CCC3C=CC=CC=3)CC2)=CC=1.[Cl:23][C:24]1[CH:29]=[CH:28][C:27]([S:30]([N:33]2[CH2:38][CH2:37][N:36]([C:39]3[CH:44]=[C:43]([F:45])[C:42](OC)=[CH:41][C:40]=3[F:48])[CH2:35][CH2:34]2)(=[O:32])=[O:31])=[CH:26][CH:25]=1. Given the product [Cl:23][C:24]1[CH:25]=[CH:26][C:27]([S:30]([N:33]2[CH2:34][CH2:35][N:36]([C:39]3[CH:44]=[C:43]([F:45])[CH:42]=[CH:41][C:40]=3[F:48])[CH2:37][CH2:38]2)(=[O:31])=[O:32])=[CH:28][CH:29]=1, predict the reactants needed to synthesize it. (4) Given the product [Cl:1][C:2]1[CH:3]=[CH:4][C:5]([CH:8]2[CH2:13][N:12]3[C:20](=[O:22])[NH:21][C:19]4[CH:18]=[CH:17][CH:16]=[CH:15][C:14]=4[C:11]3=[N:10][CH2:9]2)=[CH:6][CH:7]=1, predict the reactants needed to synthesize it. The reactants are: [Cl:1][C:2]1[CH:7]=[CH:6][C:5]([CH:8]2[CH2:13][NH:12][C:11]([C:14]3[CH:19]=[CH:18][CH:17]=[CH:16][CH:15]=3)=[N:10][CH2:9]2)=[CH:4][CH:3]=1.[C:20](=O)([O:22]C(C)(C)C)[NH2:21].